Task: Predict which catalyst facilitates the given reaction.. Dataset: Catalyst prediction with 721,799 reactions and 888 catalyst types from USPTO (1) Product: [CH2:34]([N:20]([CH2:18][CH3:19])[CH2:21][CH2:22][NH:23][C:24]([C:26]1[NH:27][C:28]([CH:32]=[C:10]2[C:9]3[C:13](=[CH:14][CH:15]=[CH:16][C:8]=3[C:5]3[CH:4]=[CH:3][C:2]([F:1])=[CH:7][CH:6]=3)[NH:12][C:11]2=[O:17])=[C:29]([CH3:31])[CH:30]=1)=[O:25])[CH3:35]. Reactant: [F:1][C:2]1[CH:7]=[CH:6][C:5]([C:8]2[CH:16]=[CH:15][CH:14]=[C:13]3[C:9]=2[CH2:10][C:11](=[O:17])[NH:12]3)=[CH:4][CH:3]=1.[CH2:18]([N:20]([CH2:34][CH3:35])[CH2:21][CH2:22][NH:23][C:24]([C:26]1[NH:27][C:28]([CH:32]=O)=[C:29]([CH3:31])[CH:30]=1)=[O:25])[CH3:19]. The catalyst class is: 360. (2) Reactant: [C:1]([Si:5]([C:8]([OH:11])(C)[CH3:9])([CH3:7])[CH3:6])([CH3:4])([CH3:3])[CH3:2].C([Si](Cl)(C)C)(C)(C)C.C(OC=C[Li])C. Product: [C:8]([Si:5]([C:1]([CH3:4])([CH3:3])[CH3:2])([CH3:7])[CH3:6])(=[O:11])[CH3:9]. The catalyst class is: 21. (3) Reactant: [CH3:1][Si:2]([CH2:5][N:6]1[CH:10]=[C:9]([CH2:11][NH:12][CH2:13][C:14]2[CH:23]=[CH:22][C:17]([C:18]([O:20][CH3:21])=[O:19])=[CH:16][CH:15]=2)[N:8]=[N:7]1)([CH3:4])[CH3:3].C(Cl)Cl.CCN(CC)CC.[C:34](Cl)(=[O:36])[CH3:35]. Product: [C:34]([N:12]([CH2:13][C:14]1[CH:15]=[CH:16][C:17]([C:18]([O:20][CH3:21])=[O:19])=[CH:22][CH:23]=1)[CH2:11][C:9]1[N:8]=[N:7][N:6]([CH2:5][Si:2]([CH3:3])([CH3:1])[CH3:4])[CH:10]=1)(=[O:36])[CH3:35]. The catalyst class is: 25. (4) Reactant: [F:1][C:2]([F:13])([F:12])[C:3]1[CH:4]=[C:5]([CH:9]=[CH:10][CH:11]=1)[C:6]([OH:8])=[O:7].[N+:14]([O-])([OH:16])=[O:15]. Product: [N+:14]([C:10]1[CH:9]=[C:5]([CH:4]=[C:3]([C:2]([F:12])([F:13])[F:1])[CH:11]=1)[C:6]([OH:8])=[O:7])([O-:16])=[O:15]. The catalyst class is: 65. (5) Reactant: [CH3:1][N:2]1[CH2:8][CH2:7][CH:6]([O:9][C:10]2[CH:15]=[CH:14][CH:13]=[CH:12][CH:11]=2)[C:5]2[CH:16]=[CH:17][C:18]([C:20]3[N:21]=[N:22][CH:23]=[CH:24][CH:25]=3)=[CH:19][C:4]=2[CH2:3]1.[C:26]([OH:35])(=[O:34])[C@@H:27]([C@H:29]([C:31]([OH:33])=[O:32])[OH:30])[OH:28].O. Product: [C:31]([CH:29]([CH:27]([C:26]([OH:35])=[O:34])[OH:28])[OH:30])([OH:33])=[O:32].[CH3:1][N:2]1[CH2:8][CH2:7][CH:6]([O:9][C:10]2[CH:11]=[CH:12][CH:13]=[CH:14][CH:15]=2)[C:5]2[CH:16]=[CH:17][C:18]([C:20]3[N:21]=[N:22][CH:23]=[CH:24][CH:25]=3)=[CH:19][C:4]=2[CH2:3]1. The catalyst class is: 5. (6) Reactant: [CH3:1][C:2]1([CH3:19])[C:6]([CH3:8])([CH3:7])[O:5][B:4]([C:9]2[CH:14]=[CH:13][CH:12]=[C:11]([N+:15]([O-])=O)[C:10]=2[CH3:18])[O:3]1. Product: [CH3:18][C:10]1[C:9]([B:4]2[O:5][C:6]([CH3:7])([CH3:8])[C:2]([CH3:19])([CH3:1])[O:3]2)=[CH:14][CH:13]=[CH:12][C:11]=1[NH2:15]. The catalyst class is: 5. (7) Reactant: [CH3:1][CH2:2][C:3]1[CH:4]=[CH:5][C:6]([C:9]([CH:11]([CH2:13][N:14]2[CH2:19][CH2:18][CH2:17][CH2:16][CH2:15]2)[CH3:12])=[O:10])=[CH:7][CH:8]=1.[CH3:20][S:21]([OH:24])(=[O:23])=[O:22]. Product: [CH3:1][CH2:2][C:3]1[CH:8]=[CH:7][C:6]([C:9]([CH:11]([CH2:13][N:14]2[CH2:19][CH2:18][CH2:17][CH2:16][CH2:15]2)[CH3:12])=[O:10])=[CH:5][CH:4]=1.[S:21]([O-:24])(=[O:23])(=[O:22])[CH3:20]. The catalyst class is: 7.